This data is from Reaction yield outcomes from USPTO patents with 853,638 reactions. The task is: Predict the reaction yield, written as a fraction of the theoretical maximum amount of product (1.0 means a 100% yield; for example, 0.34 means a 34% yield). (1) The reactants are ClC(OCC(C)C)=[O:3].[C:9]([N:16]([CH2:18][C:19]([OH:21])=[O:20])[CH3:17])([O:11][C:12]([CH3:15])([CH3:14])[CH3:13])=[O:10].CN1CCOCC1.[CH2:29]([NH2:39])[C:30]1[CH:38]=[CH:37][C:36]2[O:35][CH2:34][O:33][C:32]=2[CH:31]=1. The catalyst is C1COCC1. The product is [C:29]([NH2:39])(=[O:3])[C:30]1[CH:38]=[CH:37][C:36]2[O:35][CH2:34][O:33][C:32]=2[CH:31]=1.[C:9]([N:16]([CH2:18][C:19]([OH:21])=[O:20])[CH3:17])([O:11][C:12]([CH3:14])([CH3:15])[CH3:13])=[O:10]. The yield is 0.950. (2) The reactants are [CH2:1](Br)[C:2]1[CH:7]=[CH:6][CH:5]=[CH:4][CH:3]=1.[Cl:9][C:10]1[S:11][C:12]2[CH:18]=[C:17]([OH:19])[CH:16]=[CH:15][C:13]=2[N:14]=1.C(=O)([O-])[O-].[Cs+].[Cs+]. The catalyst is CC#N.CCOC(C)=O. The product is [CH2:1]([O:19][C:17]1[CH:16]=[CH:15][C:13]2[N:14]=[C:10]([Cl:9])[S:11][C:12]=2[CH:18]=1)[C:2]1[CH:7]=[CH:6][CH:5]=[CH:4][CH:3]=1. The yield is 0.940. (3) The reactants are F[C:2]1[CH:7]=[CH:6][CH:5]=[CH:4][C:3]=1[CH2:8][C:9](=[O:15])[C:10]([O:12][CH2:13][CH3:14])=[O:11].[CH3:16][O:17]C1C=C(C=CC=1)CBr.[Mg].C(OCC)(=O)C(OCC)=O. No catalyst specified. The product is [CH3:16][O:17][C:7]1[CH:2]=[C:3]([CH2:8][C:9](=[O:15])[C:10]([O:12][CH2:13][CH3:14])=[O:11])[CH:4]=[CH:5][CH:6]=1. The yield is 0.740. (4) The reactants are [Cl:1][C:2]1[CH:3]=[CH:4][CH:5]=[C:6]2[C:11]=1[N:10]=[CH:9][C:8]([S:12](Cl)(=[O:14])=[O:13])=[CH:7]2.[NH:16]1[CH2:21][CH2:20][CH2:19][CH2:18][CH2:17]1. The catalyst is ClCCl. The product is [Cl:1][C:2]1[CH:3]=[CH:4][CH:5]=[C:6]2[C:11]=1[N:10]=[CH:9][C:8]([S:12]([N:16]1[CH2:21][CH2:20][CH2:19][CH2:18][CH2:17]1)(=[O:14])=[O:13])=[CH:7]2. The yield is 0.640. (5) The reactants are [CH:1]1([CH2:6][CH2:7][C:8](Cl)=[O:9])[CH2:5][CH2:4][CH2:3][CH2:2]1.[CH2:11]([C:13]1[CH:19]=[CH:18][CH:17]=[C:16]([CH2:20][CH3:21])[C:14]=1[NH2:15])[CH3:12].C(N(CC)CC)C.C(OCC)(=O)C. The catalyst is C1COCC1. The product is [CH:1]1([CH2:6][CH2:7][C:8]([NH:15][C:14]2[C:16]([CH2:20][CH3:21])=[CH:17][CH:18]=[CH:19][C:13]=2[CH2:11][CH3:12])=[O:9])[CH2:5][CH2:4][CH2:3][CH2:2]1. The yield is 0.890. (6) The reactants are [NH:1]([S:8]([C:11]1[CH:20]=[CH:19][C:18]([O:21][CH3:22])=[C:17]2[C:12]=1[CH2:13][CH2:14][C@H:15]([NH:23][C:24](=O)[CH2:25][F:26])[CH2:16]2)(=[O:10])=[O:9])[C:2]1[CH:7]=[CH:6][CH:5]=[CH:4][CH:3]=1.O1CCCC1.B.Cl.C([O-])(O)=O.[Na+]. The catalyst is C1COCC1.CCOC(C)=O. The product is [F:26][CH2:25][CH2:24][NH:23][C@H:15]1[CH2:14][CH2:13][C:12]2[C:11]([S:8]([NH:1][C:2]3[CH:7]=[CH:6][CH:5]=[CH:4][CH:3]=3)(=[O:10])=[O:9])=[CH:20][CH:19]=[C:18]([O:21][CH3:22])[C:17]=2[CH2:16]1. The yield is 0.480. (7) The yield is 0.620. The reactants are [F:1][C:2]1[CH:3]=[C:4]([C:8]2[CH:9]=[C:10]([NH2:13])[NH:11][N:12]=2)[CH:5]=[CH:6][CH:7]=1.C([O:16][C:17](=O)[CH2:18][C:19]([C:21]([F:24])([F:23])[F:22])=[O:20])C. The product is [F:1][C:2]1[CH:3]=[C:4]([C:8]2[C:9]3[C:19]([OH:20])([C:21]([F:24])([F:23])[F:22])[CH2:18][C:17](=[O:16])[NH:13][C:10]=3[NH:11][N:12]=2)[CH:5]=[CH:6][CH:7]=1. The catalyst is C(O)(=O)C.